The task is: Predict the reaction yield, written as a fraction of the theoretical maximum amount of product (1.0 means a 100% yield; for example, 0.34 means a 34% yield).. This data is from Reaction yield outcomes from USPTO patents with 853,638 reactions. (1) The catalyst is C1COCC1. The yield is 0.670. The product is [Cl:8][C:4]1[CH:5]=[CH:6][CH:7]=[C:2]([Cl:1])[C:3]=1[C:9]1[C:13]([C:14]([NH:19][CH2:20][CH2:21][CH2:22][CH2:23][CH2:24][N:25]2[CH2:26][CH2:27][CH:28]([C:31]3[CH:36]=[CH:35][CH:34]=[C:33]([NH:37][C:38](=[O:43])[CH:39]([CH3:40])[CH3:41])[CH:32]=3)[CH2:29][CH2:30]2)=[O:15])=[C:12]([CH3:16])[O:11][N:10]=1. The reactants are [Cl:1][C:2]1[CH:7]=[CH:6][CH:5]=[C:4]([Cl:8])[C:3]=1[C:9]1[C:13]([CH:14]=[O:15])=[C:12]([C:16](Cl)=O)[O:11][N:10]=1.[NH2:19][CH2:20][CH2:21][CH2:22][CH2:23][CH2:24][N:25]1[CH2:30][CH2:29][CH:28]([C:31]2[CH:32]=[C:33]([NH:37][C:38](=[O:43])[CH:39]([CH2:41]C)[CH3:40])[CH:34]=[CH:35][CH:36]=2)[CH2:27][CH2:26]1. (2) The reactants are Br[C:2]1[C:10]2[C:5](=[CH:6][CH:7]=[CH:8][C:9]=2[N+:11]([O-])=O)[N:4]([CH2:14][C:15]2[CH:20]=[CH:19][CH:18]=[C:17]([CH:21]([CH3:23])[CH3:22])[N:16]=2)[N:3]=1. The catalyst is CCO.[OH-].[OH-].[Pd+2]. The product is [CH:21]([C:17]1[N:16]=[C:15]([CH2:14][N:4]2[C:5]3[CH:6]=[CH:7][CH:8]=[C:9]([NH2:11])[C:10]=3[CH:2]=[N:3]2)[CH:20]=[CH:19][CH:18]=1)([CH3:23])[CH3:22]. The yield is 0.680. (3) The reactants are [C:1]1([CH:7]([NH:9][CH:10]2[C:14]3=[N:15][C:16]4[CH:17]=[CH:18][CH:19]=[CH:20][C:21]=4[C:22](=[O:23])[N:13]3[CH2:12][CH2:11]2)[CH3:8])[CH:6]=[CH:5][CH:4]=[CH:3][CH:2]=1.[CH2:24]([C:27]1[CH:32]=[CH:31][CH:30]=[CH:29][C:28]=1[N:33]=[C:34]=[O:35])[CH2:25][CH3:26]. The catalyst is C(Cl)Cl. The product is [O:23]=[C:22]1[C:21]2[CH:20]=[CH:19][CH:18]=[CH:17][C:16]=2[N:15]=[C:14]2[CH:10]([N:9]([CH:7]([C:1]3[CH:6]=[CH:5][CH:4]=[CH:3][CH:2]=3)[CH3:8])[C:34]([NH:33][C:28]3[CH:29]=[CH:30][CH:31]=[CH:32][C:27]=3[CH2:24][CH2:25][CH3:26])=[O:35])[CH2:11][CH2:12][N:13]12. The yield is 0.450. (4) The reactants are [CH3:1][O-:2].[K+].[Br:4][C:5]1[CH:12]=[CH:11][C:8]([C:9]#[N:10])=[C:7](F)[CH:6]=1. The catalyst is O1CCCC1. The product is [Br:4][C:5]1[CH:12]=[CH:11][C:8]([C:9]#[N:10])=[C:7]([O:2][CH3:1])[CH:6]=1. The yield is 0.920. (5) The reactants are Br[C:2]1[CH:7]=[CH:6][C:5]([O:8][CH3:9])=[C:4]([N+:10]([O-:12])=[O:11])[CH:3]=1.[N:13]1[CH:18]=[CH:17][CH:16]=[C:15](B(O)O)[CH:14]=1.C([O-])([O-])=O.[Na+].[Na+]. The catalyst is C(OCC)(=O)C. The product is [CH3:9][O:8][C:5]1[CH:6]=[CH:7][C:2]([C:15]2[CH:14]=[N:13][CH:18]=[CH:17][CH:16]=2)=[CH:3][C:4]=1[N+:10]([O-:12])=[O:11]. The yield is 0.760.